From a dataset of Full USPTO retrosynthesis dataset with 1.9M reactions from patents (1976-2016). Predict the reactants needed to synthesize the given product. (1) Given the product [CH3:19][O:20][C:21]1[CH:26]=[C:25]([C:2]2[C:11]3[C:6](=[CH:7][CH:8]=[CH:9][CH:10]=3)[CH:5]=[C:4]([NH:12][C:13]3[CH:17]=[C:16]([CH3:18])[NH:15][N:14]=3)[N:3]=2)[CH:24]=[CH:23][CH:22]=1, predict the reactants needed to synthesize it. The reactants are: Cl[C:2]1[C:11]2[C:6](=[CH:7][CH:8]=[CH:9][CH:10]=2)[CH:5]=[C:4]([NH:12][C:13]2[CH:17]=[C:16]([CH3:18])[NH:15][N:14]=2)[N:3]=1.[CH3:19][O:20][C:21]1[CH:22]=[C:23](B(O)O)[CH:24]=[CH:25][CH:26]=1. (2) Given the product [Br:1][C:2]1[CH:3]=[C:4](/[CH:8]=[CH:9]/[C:10]([O:12][CH2:18][CH3:19])=[O:11])[CH:5]=[CH:6][CH:7]=1, predict the reactants needed to synthesize it. The reactants are: [Br:1][C:2]1[CH:3]=[C:4](/[CH:8]=[CH:9]/[C:10]([OH:12])=[O:11])[CH:5]=[CH:6][CH:7]=1.S(=O)(=O)(O)O.[CH2:18](O)[CH3:19]. (3) Given the product [C:1]([O:4][CH2:7][CH2:8][CH2:9][CH2:10][O:11][C:12]1[C:13]([O:32][CH3:33])=[CH:14][CH:15]=[C:16]2[C:21]=1[O:20][C:19](=[O:22])[CH:18]=[C:17]2[NH:23][C:24]1[C:25]([Cl:31])=[CH:26][N:27]=[CH:28][C:29]=1[Cl:30])(=[O:3])[CH3:2], predict the reactants needed to synthesize it. The reactants are: [C:1]([O-:4])(=[O:3])[CH3:2].[K+].Br[CH2:7][CH2:8][CH2:9][CH2:10][O:11][C:12]1[C:13]([O:32][CH3:33])=[CH:14][CH:15]=[C:16]2[C:21]=1[O:20][C:19](=[O:22])[CH:18]=[C:17]2[NH:23][C:24]1[C:29]([Cl:30])=[CH:28][N:27]=[CH:26][C:25]=1[Cl:31]. (4) Given the product [NH2:35][C:32]1[N:31]=[CH:30][C:29]([C:28]#[C:27][C:23]2[CH:22]=[C:21]([NH:20][C:10]([NH:9][C:7]3[N:6]([CH3:19])[N:5]=[C:4]([CH:1]4[CH2:2][CH2:3]4)[CH:8]=3)=[O:18])[CH:26]=[CH:25][CH:24]=2)=[CH:34][N:33]=1, predict the reactants needed to synthesize it. The reactants are: [CH:1]1([C:4]2[CH:8]=[C:7]([NH:9][C:10](=[O:18])OC3C=CC=CC=3)[N:6]([CH3:19])[N:5]=2)[CH2:3][CH2:2]1.[NH2:20][C:21]1[CH:22]=[C:23]([C:27]#[C:28][C:29]2[CH:30]=[N:31][C:32]([NH2:35])=[N:33][CH:34]=2)[CH:24]=[CH:25][CH:26]=1.C(N(CC)CC)C. (5) Given the product [C:1]12([NH:11][C:12]3[N:17]=[C:16]([C:18]([F:19])([F:21])[F:20])[C:15]([C:22]([N:31]4[CH2:32][CH2:33][CH:28]([C:27]([F:35])([F:34])[F:26])[CH2:29][CH2:30]4)=[O:23])=[CH:14][N:13]=3)[CH2:8][CH:7]3[CH2:6][CH:5]([CH2:4][CH:3]([CH2:9]3)[CH2:2]1)[CH2:10]2, predict the reactants needed to synthesize it. The reactants are: [C:1]12([NH:11][C:12]3[N:17]=[C:16]([C:18]([F:21])([F:20])[F:19])[C:15]([C:22](O)=[O:23])=[CH:14][N:13]=3)[CH2:10][CH:5]3[CH2:6][CH:7]([CH2:9][CH:3]([CH2:4]3)[CH2:2]1)[CH2:8]2.Cl.[F:26][C:27]([F:35])([F:34])[CH:28]1[CH2:33][CH2:32][NH:31][CH2:30][CH2:29]1.ON1C2C=CC=CC=2N=N1.Cl.C(N=C=NCCCN(C)C)C.C(N(CC)C(C)C)(C)C.C(=O)([O-])O.[Na+]. (6) Given the product [Cl:1][C:2]1[CH:3]=[C:4]2[C:9](=[CH:10][C:11]=1[C:12]([N:14]1[CH2:18][CH2:17][CH2:16][CH2:15]1)=[O:13])[N:8]=[CH:7][N:6]=[C:5]2[NH:19][CH:20]([C:26]1[NH:30][C:29]2[CH:38]=[CH:39][C:40]([Cl:42])=[CH:41][C:28]=2[N:27]=1)[CH2:21][CH2:22][C:23]([NH:52][CH2:51][CH2:50][NH:49][C:46]1[CH:47]=[CH:48][N:43]=[CH:44][CH:45]=1)=[O:25], predict the reactants needed to synthesize it. The reactants are: [Cl:1][C:2]1[CH:3]=[C:4]2[C:9](=[CH:10][C:11]=1[C:12]([N:14]1[CH2:18][CH2:17][CH2:16][CH2:15]1)=[O:13])[N:8]=[CH:7][N:6]=[C:5]2[NH:19][CH:20]([C:26]1[N:30](C(OC(C)(C)C)=O)[C:29]2[CH:38]=[CH:39][C:40]([Cl:42])=[CH:41][C:28]=2[N:27]=1)[CH2:21][CH2:22][C:23]([OH:25])=O.[N:43]1[CH:48]=[CH:47][C:46]([NH:49][CH2:50][CH2:51][NH2:52])=[CH:45][CH:44]=1.CN(C(ON1N=NC2C=CC=CC1=2)=[N+](C)C)C.[B-](F)(F)(F)F.FC(F)(F)C(O)=O. (7) Given the product [C:4]12[CH:9]=[CH:8][CH:7]=[CH:6][C:5]=1[S:1][C:2]1[C:12](=[O:13])[CH2:11][CH2:10][C:3]2=1, predict the reactants needed to synthesize it. The reactants are: [S:1]1[C:5]2[CH:6]=[CH:7][CH:8]=[CH:9][C:4]=2[C:3]([CH2:10][CH2:11][C:12](Cl)=[O:13])=[CH:2]1.[Cl-].[Cl-].[Cl-].[Al+3]. (8) The reactants are: C([O:3][C:4](=O)[CH2:5][C:6]1([CH2:19][N+:20]([O-])=O)[CH2:11][CH2:10][N:9]([C:12]([O:14][C:15]([CH3:18])([CH3:17])[CH3:16])=[O:13])[CH2:8][CH2:7]1)C. Given the product [C:15]([O:14][C:12]([N:9]1[CH2:10][CH2:11][C:6]2([CH2:19][NH:20][C:4](=[O:3])[CH2:5]2)[CH2:7][CH2:8]1)=[O:13])([CH3:18])([CH3:17])[CH3:16], predict the reactants needed to synthesize it. (9) Given the product [CH3:15][O:16][C:17]1[CH:18]=[C:19]([N:25]2[CH2:26][CH2:27][N:28]([C:12]([C:8]3[C:7]([C:1]4[CH:2]=[CH:3][CH:4]=[CH:5][CH:6]=4)=[CH:11][NH:10][CH:9]=3)=[O:14])[CH2:29][CH2:30]2)[CH:20]=[C:21]([O:23][CH3:24])[CH:22]=1, predict the reactants needed to synthesize it. The reactants are: [C:1]1([C:7]2[C:8]([C:12]([OH:14])=O)=[CH:9][NH:10][CH:11]=2)[CH:6]=[CH:5][CH:4]=[CH:3][CH:2]=1.[CH3:15][O:16][C:17]1[CH:18]=[C:19]([N:25]2[CH2:30][CH2:29][NH:28][CH2:27][CH2:26]2)[CH:20]=[C:21]([O:23][CH3:24])[CH:22]=1.Cl.CN(C)CCCN=C=NCC.O.ON1C2C=CC=CC=2N=N1. (10) Given the product [CH3:1][O:2][C:3]1[CH:10]=[CH:9][C:6]([CH:7]2[O:16][CH2:15][CH2:14][O:8]2)=[CH:5][C:4]=1[N+:11]([O-:13])=[O:12], predict the reactants needed to synthesize it. The reactants are: [CH3:1][O:2][C:3]1[CH:10]=[CH:9][C:6]([CH:7]=[O:8])=[CH:5][C:4]=1[N+:11]([O-:13])=[O:12].[CH2:14](O)[CH2:15][OH:16].